From a dataset of Forward reaction prediction with 1.9M reactions from USPTO patents (1976-2016). Predict the product of the given reaction. (1) Given the reactants [CH:1]1([C:4]([N:6]2[CH2:11][CH2:10][N:9]([C:12]3[CH:17]=[C:16]([N+:18]([O-])=O)[CH:15]=[CH:14][C:13]=3[O:21][CH3:22])[CH2:8][CH2:7]2)=[O:5])[CH2:3][CH2:2]1, predict the reaction product. The product is: [NH2:18][C:16]1[CH:15]=[CH:14][C:13]([O:21][CH3:22])=[C:12]([N:9]2[CH2:10][CH2:11][N:6]([C:4]([CH:1]3[CH2:3][CH2:2]3)=[O:5])[CH2:7][CH2:8]2)[CH:17]=1. (2) Given the reactants C[Si]([N-][Si](C)(C)C)(C)C.[Li+].[C:11]([CH:13]1[CH2:18][CH2:17][N:16]([CH:19]2[CH2:25][CH2:24][CH2:23][N:22]([C:26]([O:28][CH2:29][CH3:30])=[O:27])[CH2:21][CH2:20]2)[CH2:15][CH2:14]1)#[N:12].Cl[C:32]([O:34][CH2:35][CH3:36])=[O:33], predict the reaction product. The product is: [C:11]([C:13]1([C:32]([O:34][CH2:35][CH3:36])=[O:33])[CH2:14][CH2:15][N:16]([CH:19]2[CH2:25][CH2:24][CH2:23][N:22]([C:26]([O:28][CH2:29][CH3:30])=[O:27])[CH2:21][CH2:20]2)[CH2:17][CH2:18]1)#[N:12].